Dataset: Experimentally validated miRNA-target interactions with 360,000+ pairs, plus equal number of negative samples. Task: Binary Classification. Given a miRNA mature sequence and a target amino acid sequence, predict their likelihood of interaction. (1) The miRNA is ath-miR400 with sequence UAUGAGAGUAUUAUAAGUCAC. The protein sequence of the target gene is MAEAHQAVGFRPSLTSDGAEVELSAPVLQEIYLSGLRSWKRHLSRFWNDFLTGVFPASPLSWLFLFSAIQLAWFLQLDPSLGLMEKIKELLPDWGGQHHGLRGVLAAALFASCLWGALIFTLHVALRLLLSYHGWLLEPHGAMSSPTKTWLALVRIFSGRHPMLFSYQRSLPRQPVPSVQDTVRKYLESVRPILSDEDFDWTAVLAQEFLRLQASLLQWYLRLKSWWASNYVSDWWEEFVYLRSRNPLMVNSNYYMMDFLYVTPTPLQAARAGNAVHALLLYRHRLNRQEIPPTLLMGMR.... Result: 0 (no interaction). (2) The miRNA is hsa-miR-670-3p with sequence UUUCCUCAUAUUCAUUCAGGA. The protein sequence of the target gene is MLWRQLIYWQLLALFFLPFCLCQDEYMESPQTGGLPPDCSKCCHGDYSFRGYQGPPGPPGPPGIPGNHGNNGNNGATGHEGAKGEKGDKGDLGPRGERGQHGPKGEKGYPGIPPELQIAFMASLATHFSNQNSGIIFSSVETNIGNFFDVMTGRFGAPVSGVYFFTFSMMKHEDVEEVYVYLMHNGNTVFSMYSYEMKGKSDTSSNHAVLKLAKGDEVWLRMGNGALHGDHQRFSTFAGFLLFETK. Result: 1 (interaction). (3) The miRNA is hsa-miR-126-3p with sequence UCGUACCGUGAGUAAUAAUGCG. The protein sequence of the target gene is MRNLQPDSVENSLSQLPSRCLETRKRKRSYKKRPVTYSYWRRTQRNRARKHKAPVKGLVSFEDVSVDFTWDEWQDLDDSQRKLYRDVMLETYSSLESLGHCITKPEVIFKLEQGAEPWRAEDVPKQSRADVQKITELNETSQDNEERHLWHHAITYSNKSTEEKVKLGNIVNVSSNCVSNLTVKNGNSSGMRPVALTVWQSVLPPNKPDDTRIGEELDASLTSEPPIHAEHPGLYSRAPGTGQQFQCCMQEVTCNTKALWTKRFHIAHGSSKFGESEKVPDEVALHAQDVSWVRAETFEC.... Result: 0 (no interaction). (4) The miRNA is hsa-miR-5681a with sequence AGAAAGGGUGGCAAUACCUCUU. The protein sequence of the target gene is MGDAGSERSKAPSLPPRCPCGFWGSSKTMNLCSKCFADFQKKQPDDDSAPSTSNSQSDLFSEETTSDNNNTSITTPTLSPSQQPLPTELNVTSPSKEECGPCTDTAHVSLITPTKRSCGTDSQSENEASPVKRPRLLENTERSEETSRSKQKSRRRCFQCQTKLELVQQELGSCRCGYVFCMLHRLPEQHDCTFDHMGRGREEAIMKMVKLDRKVGRSCQRIGEGCS. Result: 1 (interaction). (5) The miRNA is hsa-miR-6736-5p with sequence CUGGGUGAGGGCAUCUGUGGU. The protein sequence of the target gene is MGNSYAGQLKSARFEEALHNSIEASLRCSTAVPRPIFSQLYLDPDQHPFSTADVKPKVEDLDKDLVHPYTQNGSVDFSHNVAMNEMEDDEDEEEMSDSNSPPIPYSQKPAPEGSCTTDGFCQAGKDLRLVSLCMEQIDIPAGFLLVGAKSPNLPEHILVCAVDKRFLPDDHGKNALLGFSGNCIGCGERGFRYFTEFSNHINLKLTTQPKKQKHLKYYLVRTSQGVLSKGPLICWKECRSRQSSALCHSTKPISSVSSAVAPENGTANGYKAGFTVTEAANGTSGHGGKSSSCSSTPSRP.... Result: 0 (no interaction). (6) The miRNA is hsa-miR-4427 with sequence UCUGAAUAGAGUCUGAAGAGU. The protein sequence of the target gene is MSLPESPHSPATLDYALEDPHQGQRSREKSKATEVMADMFDGRLEPIVFPPPRLPEEGVAPQDPADGGHTFHILVDAGRSHGAIKAGQEVTPPPAEGLEAASASLTTDGSLKNGFPGEETHGLGGEKALETCGAGRSESEVIAEGKAEDVKPEECAMFSAPVDEKPGGEEMDVAEENRAIDEVNREAGPGPGPGPLNVGLHLNPLESIQLELDSVNAEADRALLQVERRFGQIHEYYLEQRNDIIRNIPGFWVTAFRHHPQLSAMIRGQDAEMLSYLTNLEVKELRHPRTGCKFKFFFQR.... Result: 0 (no interaction). (7) The miRNA is hsa-miR-335-5p with sequence UCAAGAGCAAUAACGAAAAAUGU. The protein sequence of the target gene is MAEEEAPKKSRAAGGGASWELCAGALSARLAEEGSGDAGGRRRPPVDPRRLARQLLLLLWLLEAPLLLGVRAQAAGQGPGQGPGPGQQPPPPPQQQQSGQQYNGERGISVPDHGYCQPISIPLCTDIAYNQTIMPNLLGHTNQEDAGLEVHQFYPLVKVQCSAELKFFLCSMYAPVCTVLEQALPPCRSLCERARQGCEALMNKFGFQWPDTLKCEKFPVHGAGELCVGQNTSDKGTPTPSLLPEFWTSNPQHGGGGHRGGFPGGAGASERGKFSCPRALKVPSYLNYHFLGEKDCGAPC.... Result: 1 (interaction). (8) Result: 0 (no interaction). The protein sequence of the target gene is MERRVVKPPGQDMVVERLKSRYGLAGRCPVEENDMTGVWAALMNQQHELSDFDQTKYKRRIVTSPDGLDTYSSGDKVGSSPRYYSDGRNHPTPPFCSSFKHLNVNCLDDELDSFHDLKKWETEKELMEDDHRDGASKITKQSFKEMETDALMTSMASGLETECCSGSIDSPLKQAVYPRPKVSKKQGLLPHEINQIYDELYHIHMKLQYETTAQKKFAEELQKREQFLAEREQLLFSHETALSKIKGVKEEVLTRFQILKEQHGTEIEHLTEALKEKNKENKRMRSSFDTLRELNDNLRK.... The miRNA is hsa-miR-3934-3p with sequence UGCUCAGGUUGCACAGCUGGGA.